From a dataset of Reaction yield outcomes from USPTO patents with 853,638 reactions. Predict the reaction yield, written as a fraction of the theoretical maximum amount of product (1.0 means a 100% yield; for example, 0.34 means a 34% yield). (1) The reactants are [C:1]([N:4]1[CH2:9][CH2:8][C:7]2[CH:10]=[C:11]([C:24]([O:26]CC)=[O:25])[N:12]([S:13]([C:16]3[CH:21]=[CH:20][C:19]([O:22][CH3:23])=[CH:18][CH:17]=3)(=[O:15])=[O:14])[C:6]=2[CH2:5]1)(=[O:3])[CH3:2].[OH-].[Na+]. The catalyst is C(O)C. The product is [C:1]([N:4]1[CH2:9][CH2:8][C:7]2[CH:10]=[C:11]([C:24]([OH:26])=[O:25])[N:12]([S:13]([C:16]3[CH:21]=[CH:20][C:19]([O:22][CH3:23])=[CH:18][CH:17]=3)(=[O:15])=[O:14])[C:6]=2[CH2:5]1)(=[O:3])[CH3:2]. The yield is 0.390. (2) The reactants are [F:1][C:2]1[CH:3]=[C:4]([N+:17]([O-])=O)[CH:5]=[CH:6][C:7]=1[O:8][CH2:9][C:10]1[CH:15]=[CH:14][CH:13]=[C:12]([F:16])[CH:11]=1. The catalyst is C(OCC)(=O)C.[Pt]. The product is [F:1][C:2]1[CH:3]=[C:4]([NH2:17])[CH:5]=[CH:6][C:7]=1[O:8][CH2:9][C:10]1[CH:15]=[CH:14][CH:13]=[C:12]([F:16])[CH:11]=1. The yield is 0.980. (3) The reactants are [CH2:1]([N:8]1[C:16]2[C:11](=[CH:12][CH:13]=[CH:14][CH:15]=2)[C@:10]2([CH2:18][C@H:17]2[C:19]2[CH:27]=[C:26]3[C:22]([CH:23]=[N:24][N:25]3[CH2:28][C:29]3[CH:34]=[CH:33][CH:32]=[CH:31][CH:30]=3)=[CH:21][CH:20]=2)[C:9]1=[O:35])C1C=CC=CC=1.CS(O[C@@H](C1C=C2C(C=NN2CC2C=CC=CC=2)=CC=1)COS(C)(=O)=O)(=O)=O.CN1C2C(=CC=CC=2)CC1=O. No catalyst specified. The product is [CH2:28]([N:25]1[C:26]2[C:22](=[CH:21][CH:20]=[C:19]([C@H:17]3[C@@:10]4([C:11]5[C:16](=[CH:15][CH:14]=[CH:13][CH:12]=5)[N:8]([CH3:1])[C:9]4=[O:35])[CH2:18]3)[CH:27]=2)[CH:23]=[N:24]1)[C:29]1[CH:30]=[CH:31][CH:32]=[CH:33][CH:34]=1. The yield is 0.840. (4) The reactants are [N+:1]([C:4]1[CH:10]=[CH:9][CH:8]=[CH:7][C:5]=1[NH2:6])([O-:3])=[O:2].C1C(=O)N([Br:18])C(=O)C1. The catalyst is CC(O)=O.O. The product is [Br:18][C:9]1[CH:8]=[CH:7][C:5]([NH2:6])=[C:4]([N+:1]([O-:3])=[O:2])[CH:10]=1. The yield is 0.760.